Dataset: Experimentally validated miRNA-target interactions with 360,000+ pairs, plus equal number of negative samples. Task: Binary Classification. Given a miRNA mature sequence and a target amino acid sequence, predict their likelihood of interaction. (1) Result: 0 (no interaction). The miRNA is hsa-miR-597-3p with sequence UGGUUCUCUUGUGGCUCAAGCGU. The protein sequence of the target gene is MAAATAAAALAAADPPPAMPQAAGAGGPTTRRDFYWLRSFLAGGIAGCCAKTTVAPLDRVKVLLQAHNHHYKHLGVFSALRAVPQKEGFLGLYKGNGAMMIRIFPYGAIQFMAFEHYKTLITTKLGISGHVHRLMAGSMAGMTAVICTYPLDMVRVRLAFQVKGEHSYTGIIHAFKTIYAKEGGFFGFYRGLMPTILGMAPYAGVSFFTFGTLKSVGLSHAPTLLGRPSSDNPNVLVLKTHVNLLCGGVAGAIAQTISYPFDVTRRRMQLGTVLPEFEKCLTMRDTMKYVYGHHGIRKGL.... (2) The miRNA is hsa-miR-7158-5p with sequence GGCUCAAUCUCUGGUCCUGCAGCC. The protein sequence of the target gene is MSTANPETPNSTISREASTQSSSAATSQGYILPEGKIMPNTVFVGGIDVRMDETEIRSFFARYGSVKEVKIITDRTGVSKGYGFVSFFNDVDVQKIVESQINFHGKKLKLGPAIRKQNLCAYHVQPRPLVFNHPPPPQFQNVWTNPNTETYMQPTTTMNPITQYVQAYPTYPNSPVQVITGYQLPVYNYQMPPQWPVGEQRSYVVPPAYSAVNYHCNEVDPGAEVVPNECSVHEATPPSGNGPQKKSVDRSIQTVVSCLFNPENRLRNSVVTQDDYFKDKRVHHFRRSRAMLKSV. Result: 0 (no interaction). (3) The miRNA is bta-miR-17-5p with sequence CAAAGUGCUUACAGUGCAGGUAGU. The protein sequence of the target gene is MSAKLGKSSSLLTQTSEECNGILTEKMEEEEQTCDPDSSLHWSSSYSPETFRQQFRQFGYQDSPGPHEALSRLWELCHLWLRPEVHTKEQILELLVLEQFLAILPKELQAWVQKHHPENGEETVTMLEDVERELDGPKQIFFGRRKDMIAEKLAPSEITEELPSSQLMPVKKQLQGASWELQSLRPHDEDIKTTNVKSASRQKTSLGIELHCNVSNILHMNGSQSSTYRGTYEQDGRFEKRQGNPSWKKQQKCDECGKIFSQSSALILHQRIHSGKKPYACDECAKAFSRSAILIQHRRT.... Result: 0 (no interaction). (4) The miRNA is hsa-miR-7850-5p with sequence GUUUGGACAUAGUGUGGCUGG. The protein sequence of the target gene is MEEQDARVPALEPFRVEQAPPVIYYVPDFISKEEEEYLLRQVFNAPKPKWTQLSGRKLQNWGGLPHPRGMVPERLPPWLQRYVDKVSNLSLFGGLPANHVLVNQYLPGEGIMPHEDGPLYYPTVSTISLGSHTVLDFYEPRRPEDDDPTEQPRPPPRPTTSLLLEPRSLLVLRGPAYTRLLHGIAAARVDALDAASSPPNAAACPSARPGACLVRGTRVSLTIRRVPRVLRAGLLLGK. Result: 0 (no interaction). (5) The protein sequence of the target gene is MAAAEPSVAALAGGGVGAGAPSGGVPVLFCFSVFARPASVPHGAGYDVLIQKFLSLYGDQLDMHRKFVVQLFAEEWGQYVDLPKGFAVSERCKLRLVPLQIQLTTLGNLTPPSTVFFCCDMQERFRPAIKYFGDIISVGQRLLQGARILGIPVIITEQYPKGLGSTVQEIDLTGVKLVLPKTKFSMVLPEVEAALAEIPGVRSVVLFGVETHVCIQQTALELVGRGIEVHIVADATSSRSMMDRMFALERLARTGIIVTTSEAVLLQLVADKDHPKFKEIQNLIKASAPESGLLSKV. Result: 0 (no interaction). The miRNA is hsa-miR-5581-3p with sequence UUCCAUGCCUCCUAGAAGUUCC. (6) The miRNA is mmu-miR-7001-3p with sequence CGCUCACACUCCCUCUGCAG. The protein sequence of the target gene is MSRCAQAAEVAATVPGAGVGNVGLRPPMVPRQASFFPPPVPNPFVQQTQIGSARRVQIVLLGIILLPIRVLLVALILLLAWPFAAISTVCCPEKLTHPITGWRRKITQTALKFLGRAMFFSMGFIVAVKGKIASPLEAPVFVAAPHSTFFDGIACVVAGLPSMVSRNENAQVPLIGRLLRAVQPVLVSRVDPDSRKNTINEIIKRTTSGGEWPQILVFPEGTCTNRSCLITFKPGAFIPGVPVQPVLLRYPNKLDTVTWTWQGYTFIQLCMLTFCQLFTKVEVEFMPVQVPNDEEKNDPV.... Result: 0 (no interaction).